This data is from Full USPTO retrosynthesis dataset with 1.9M reactions from patents (1976-2016). The task is: Predict the reactants needed to synthesize the given product. (1) The reactants are: [Cl:1][C:2]1[CH:7]=[CH:6][CH:5]=[CH:4][C:3]=1[N:8]1[CH:12]([C:13](O)=[O:14])[CH2:11][N:10]([S:16]([CH:19]([CH3:21])[CH3:20])(=[O:18])=[O:17])[C:9]1=[O:22].[CH3:23][C:24]1[C:25]([N:31]2[CH2:36][CH2:35][NH:34][CH2:33][CH2:32]2)=[N:26][C:27]([CH3:30])=[CH:28][N:29]=1. Given the product [Cl:1][C:2]1[CH:7]=[CH:6][CH:5]=[CH:4][C:3]=1[N:8]1[CH:12]([C:13]([N:34]2[CH2:35][CH2:36][N:31]([C:25]3[C:24]([CH3:23])=[N:29][CH:28]=[C:27]([CH3:30])[N:26]=3)[CH2:32][CH2:33]2)=[O:14])[CH2:11][N:10]([S:16]([CH:19]([CH3:21])[CH3:20])(=[O:17])=[O:18])[C:9]1=[O:22], predict the reactants needed to synthesize it. (2) Given the product [CH3:31][N:11]([C:12]1[CH:13]=[C:14]([C:18]2[CH:19]=[CH:20][C:21]3[N:22]([CH:24]=[C:25]([NH:27][C:28](=[O:30])[CH3:29])[N:26]=3)[N:23]=2)[CH:15]=[CH:16][CH:17]=1)[S:8]([C:5]1[CH:6]=[CH:7][C:2]([CH3:1])=[CH:3][CH:4]=1)(=[O:9])=[O:10], predict the reactants needed to synthesize it. The reactants are: [CH3:1][C:2]1[CH:7]=[CH:6][C:5]([S:8]([NH:11][C:12]2[CH:13]=[C:14]([C:18]3[CH:19]=[CH:20][C:21]4[N:22]([CH:24]=[C:25]([NH:27][C:28](=[O:30])[CH3:29])[N:26]=4)[N:23]=3)[CH:15]=[CH:16][CH:17]=2)(=[O:10])=[O:9])=[CH:4][CH:3]=1.[C:31](=O)([O-])[O-].[K+].[K+].CN(C=O)C.IC. (3) The reactants are: [CH3:1][Si:2]([CH3:14])([CH3:13])[C:3]1[CH:8]=[CH:7][C:6]([NH:9][C:10](=[O:12])[CH3:11])=[CH:5][CH:4]=1.Br[C:16]1[CH:23]=[CH:22][C:19]([C:20]#[N:21])=[CH:18][CH:17]=1.C(=O)([O-])[O-].[K+].[K+].CNCCNC. Given the product [C:20]([C:19]1[CH:22]=[CH:23][C:16]([N:9]([C:6]2[CH:5]=[CH:4][C:3]([Si:2]([CH3:13])([CH3:1])[CH3:14])=[CH:8][CH:7]=2)[C:10](=[O:12])[CH3:11])=[CH:17][CH:18]=1)#[N:21], predict the reactants needed to synthesize it. (4) Given the product [F:23][C:21]1[CH:20]=[CH:19][C:18]([C:24]([F:26])([F:25])[F:27])=[C:17]([CH:22]=1)[C:16]([N:13]1[CH2:12][CH2:11][N:10]([C:6]2[CH:5]=[C:4]([CH:9]=[CH:8][N:7]=2)[C:3]([NH:36][CH2:30][CH2:31][CH2:32][CH2:33][CH2:34][CH3:35])=[O:2])[CH2:15][CH2:14]1)=[O:28], predict the reactants needed to synthesize it. The reactants are: C[O:2][C:3](=O)[C:4]1[CH:9]=[CH:8][N:7]=[C:6]([N:10]2[CH2:15][CH2:14][N:13]([C:16](=[O:28])[C:17]3[CH:22]=[C:21]([F:23])[CH:20]=[CH:19][C:18]=3[C:24]([F:27])([F:26])[F:25])[CH2:12][CH2:11]2)[CH:5]=1.[CH2:30]([NH2:36])[CH2:31][CH2:32][CH2:33][CH2:34][CH3:35].[C-]#N.[Na+]. (5) Given the product [CH2:30]([CH:33]1[CH2:38][CH2:37][CH:36]([N:8]2[CH2:11][CH:10]([NH:12][C:13](=[O:29])[CH2:14][NH:15][C:16]3[C:20]4[CH:21]=[C:22]([C:25]([F:27])([F:26])[F:28])[CH:23]=[CH:24][C:19]=4[O:18][N:17]=3)[CH2:9]2)[CH2:35][CH2:34]1)[CH2:31][CH3:32], predict the reactants needed to synthesize it. The reactants are: OC(C(F)(F)F)=O.[NH:8]1[CH2:11][CH:10]([NH:12][C:13](=[O:29])[CH2:14][NH:15][C:16]2[C:20]3[CH:21]=[C:22]([C:25]([F:28])([F:27])[F:26])[CH:23]=[CH:24][C:19]=3[O:18][N:17]=2)[CH2:9]1.[CH2:30]([CH:33]1[CH2:38][CH2:37][C:36](=O)[CH2:35][CH2:34]1)[CH2:31][CH3:32]. (6) Given the product [CH2:6]([O:8][C:9]([C:11]1[NH:12][CH:13]=[C:14]([CH2:16][N:18]=[N+:19]=[N-:20])[CH:15]=1)=[O:10])[CH3:7], predict the reactants needed to synthesize it. The reactants are: BrC(Br)(Br)Br.[CH2:6]([O:8][C:9]([C:11]1[NH:12][CH:13]=[C:14]([CH2:16]O)[CH:15]=1)=[O:10])[CH3:7].[N-:18]=[N+:19]=[N-:20].[Na+].C1(P(C2C=CC=CC=2)C2C=CC=CC=2)C=CC=CC=1. (7) Given the product [Cl:62][C:59]1[CH:60]=[CH:61][C:56]([C@H:52]([C:53]([N:40]2[CH2:41][CH2:42][N:37]([C:35]3[C:36]4[C@H:28]([CH3:27])[CH2:29][CH2:30][C:31]=4[N:32]=[CH:33][N:34]=3)[CH2:38][CH2:39]2)=[O:54])[CH2:51][NH:50][C:48](=[O:49])[O:47][C:43]([CH3:46])([CH3:44])[CH3:45])=[CH:57][CH:58]=1, predict the reactants needed to synthesize it. The reactants are: CN(C(ON1N=NC2C=CC=CC1=2)=[N+](C)C)C.F[P-](F)(F)(F)(F)F.Cl.Cl.[CH3:27][C@H:28]1[C:36]2[C:35]([N:37]3[CH2:42][CH2:41][NH:40][CH2:39][CH2:38]3)=[N:34][CH:33]=[N:32][C:31]=2[CH2:30][CH2:29]1.[C:43]([O:47][C:48]([NH:50][CH2:51][C@H:52]([C:56]1[CH:61]=[CH:60][C:59]([Cl:62])=[CH:58][CH:57]=1)[C:53](O)=[O:54])=[O:49])([CH3:46])([CH3:45])[CH3:44].CCN(C(C)C)C(C)C.C([O-])([O-])=O.[Na+].[Na+].